This data is from Forward reaction prediction with 1.9M reactions from USPTO patents (1976-2016). The task is: Predict the product of the given reaction. (1) Given the reactants [CH:1]1([CH:7]([NH:18][C:19]2[CH:24]=[CH:23][C:22]([C:25]([N:27]([CH3:35])[CH2:28][CH2:29][C:30]([O:32]CC)=[O:31])=[O:26])=[CH:21][CH:20]=2)[C:8]2[O:9][C:10]3[CH:17]=[CH:16][CH:15]=[CH:14][C:11]=3[C:12]=2[CH3:13])[CH2:6][CH2:5][CH2:4][CH2:3][CH2:2]1.CCCCCC.C(O)C.[OH-].[Li+], predict the reaction product. The product is: [CH:1]1([CH:7]([NH:18][C:19]2[CH:24]=[CH:23][C:22]([C:25]([N:27]([CH3:35])[CH2:28][CH2:29][C:30]([OH:32])=[O:31])=[O:26])=[CH:21][CH:20]=2)[C:8]2[O:9][C:10]3[CH:17]=[CH:16][CH:15]=[CH:14][C:11]=3[C:12]=2[CH3:13])[CH2:6][CH2:5][CH2:4][CH2:3][CH2:2]1. (2) Given the reactants [NH2:1][C@H:2]1[CH2:7][CH2:6][CH2:5][CH2:4][C@H:3]1[C:8]([OH:10])=[O:9].Cl.[CH3:12][C:13]1[CH:22]=[C:21]([CH2:23][O:24][C:25]2[CH:30]=[CH:29][C:28]([S:31](Cl)(=[O:33])=[O:32])=[CH:27][CH:26]=2)[C:20]2[C:15](=[CH:16][CH:17]=[CH:18][CH:19]=2)[N:14]=1, predict the reaction product. The product is: [CH3:12][C:13]1[CH:22]=[C:21]([CH2:23][O:24][C:25]2[CH:30]=[CH:29][C:28]([S:31]([NH:1][C@H:2]3[CH2:7][CH2:6][CH2:5][CH2:4][C@H:3]3[C:8]([OH:10])=[O:9])(=[O:33])=[O:32])=[CH:27][CH:26]=2)[C:20]2[C:15](=[CH:16][CH:17]=[CH:18][CH:19]=2)[N:14]=1. (3) Given the reactants [CH3:1][C:2]1[NH:3][C:4]2[C:9]([CH:10]=1)=[CH:8][C:7]([C:11]#[N:12])=[CH:6][CH:5]=2.[Cl:13][C:14]1[CH:19]=[CH:18][C:17]([CH2:20]Cl)=[CH:16][CH:15]=1.[OH-].[K+], predict the reaction product. The product is: [Cl:13][C:14]1[CH:19]=[CH:18][C:17]([CH2:20][N:3]2[C:4]3[C:9](=[CH:8][C:7]([C:11]#[N:12])=[CH:6][CH:5]=3)[CH:10]=[C:2]2[CH3:1])=[CH:16][CH:15]=1. (4) The product is: [Br:1][C:2]1[C:8]([F:9])=[CH:7][CH:6]=[CH:5][C:3]=1[NH:4][C:16](=[O:25])[CH:17]=[CH:18][C:19]1[CH:24]=[CH:23][CH:22]=[CH:21][CH:20]=1. Given the reactants [Br:1][C:2]1[C:8]([F:9])=[CH:7][CH:6]=[CH:5][C:3]=1[NH2:4].N1C=CC=CC=1.[C:16](Cl)(=[O:25])[CH:17]=[CH:18][C:19]1[CH:24]=[CH:23][CH:22]=[CH:21][CH:20]=1, predict the reaction product.